From a dataset of CYP2C19 inhibition data for predicting drug metabolism from PubChem BioAssay. Regression/Classification. Given a drug SMILES string, predict its absorption, distribution, metabolism, or excretion properties. Task type varies by dataset: regression for continuous measurements (e.g., permeability, clearance, half-life) or binary classification for categorical outcomes (e.g., BBB penetration, CYP inhibition). Dataset: cyp2c19_veith. (1) The drug is Cc1ccc(-n2c(C)cc(C(=S)N3CCOCC3)c2C)cc1C. The result is 1 (inhibitor). (2) The compound is O=C(Nc1ccccc1N1CCN(C(=O)c2ccccc2)CC1)c1cc(Br)ccc1Cl. The result is 1 (inhibitor). (3) The drug is Cc1c(NC(=O)CCCOc2ccccc2)cccc1[N+](=O)[O-]. The result is 1 (inhibitor). (4) The molecule is C#CCCCO/N=C1/C[C@@H](O)[C@@H](O)[C@@H]2[C@@H]3C(=O)N(CCC(=O)OCC)C(=O)[C@H]3CC[C@@H]12. The result is 0 (non-inhibitor).